From a dataset of Forward reaction prediction with 1.9M reactions from USPTO patents (1976-2016). Predict the product of the given reaction. (1) Given the reactants Br[C:2]1[C:3]([NH2:22])=[N:4][CH:5]=[C:6]([C:8]2[CH:13]=[CH:12][C:11]([O:14][Si:15]([C:18]([CH3:21])([CH3:20])[CH3:19])([CH3:17])[CH3:16])=[CH:10][CH:9]=2)[N:7]=1.[S:23]1[C:27](B(O)O)=[CH:26][C:25]2[S:31][CH:32]=[CH:33][C:24]1=2.C([O-])([O-])=O.[Na+].[Na+].O, predict the reaction product. The product is: [Si:15]([O:14][C:11]1[CH:12]=[CH:13][C:8]([C:6]2[N:7]=[C:2]([C:27]3[S:23][C:24]4[CH:33]=[CH:32][S:31][C:25]=4[CH:26]=3)[C:3]([NH2:22])=[N:4][CH:5]=2)=[CH:9][CH:10]=1)([C:18]([CH3:21])([CH3:20])[CH3:19])([CH3:17])[CH3:16]. (2) Given the reactants C(O[C:4](=[O:24])[C:5]([C:14]([C:16]1[CH:17]=[N:18][C:19]([CH3:23])=[C:20]([CH3:22])[CH:21]=1)=[O:15])=[CH:6][NH:7][C:8]1[CH:13]=[CH:12][CH:11]=[CH:10][CH:9]=1)C, predict the reaction product. The product is: [CH3:22][C:20]1[CH:21]=[C:16]([C:14]([C:5]2[C:4](=[O:24])[C:9]3[C:8](=[CH:13][CH:12]=[CH:11][CH:10]=3)[NH:7][CH:6]=2)=[O:15])[CH:17]=[N:18][C:19]=1[CH3:23]. (3) Given the reactants [F:1][CH:2]([F:26])[O:3][C:4]1[CH:5]=[C:6]2[C:10](=[CH:11][CH:12]=1)[NH:9][N:8]=[C:7]2[Sn](CCCC)(CCCC)CCCC.Br[C:28]1[N:33]=[C:32]2[C:34]([C:56]([NH:58][C:59]([CH3:62])([CH3:61])[CH3:60])=[O:57])=[CH:35][N:36]([C:37]([C:50]3[CH:55]=[CH:54][CH:53]=[CH:52][CH:51]=3)([C:44]3[CH:49]=[CH:48][CH:47]=[CH:46][CH:45]=3)[C:38]3[CH:43]=[CH:42][CH:41]=[CH:40][CH:39]=3)[C:31]2=[N:30][CH:29]=1, predict the reaction product. The product is: [C:59]([NH:58][C:56]([C:34]1[C:32]2=[N:33][C:28]([C:7]3[C:6]4[C:10](=[CH:11][CH:12]=[C:4]([O:3][CH:2]([F:1])[F:26])[CH:5]=4)[NH:9][N:8]=3)=[CH:29][N:30]=[C:31]2[N:36]([C:37]([C:50]2[CH:55]=[CH:54][CH:53]=[CH:52][CH:51]=2)([C:44]2[CH:45]=[CH:46][CH:47]=[CH:48][CH:49]=2)[C:38]2[CH:43]=[CH:42][CH:41]=[CH:40][CH:39]=2)[CH:35]=1)=[O:57])([CH3:62])([CH3:60])[CH3:61]. (4) Given the reactants [F:1][C:2]1[CH:7]=[CH:6][C:5]([F:8])=[CH:4][C:3]=1[C@H:9]1[CH2:13][CH2:12][CH2:11][N:10]1[C:14]1[CH:19]=[CH:18][N:17]2[N:20]=[CH:21][C:22]([C:23]#[CH:24])=[C:16]2[N:15]=1.[N:25]([CH:28]1[CH2:32][CH2:31][N:30]([C:33]([O:35][C:36]([CH3:39])([CH3:38])[CH3:37])=[O:34])[CH2:29]1)=[N+:26]=[N-:27].O.[NH4+].[OH-], predict the reaction product. The product is: [F:1][C:2]1[CH:7]=[CH:6][C:5]([F:8])=[CH:4][C:3]=1[C@H:9]1[CH2:13][CH2:12][CH2:11][N:10]1[C:14]1[CH:19]=[CH:18][N:17]2[N:20]=[CH:21][C:22]([C:23]3[N:27]=[N:26][N:25]([CH:28]4[CH2:32][CH2:31][N:30]([C:33]([O:35][C:36]([CH3:39])([CH3:38])[CH3:37])=[O:34])[CH2:29]4)[CH:24]=3)=[C:16]2[N:15]=1.